Dataset: Forward reaction prediction with 1.9M reactions from USPTO patents (1976-2016). Task: Predict the product of the given reaction. (1) Given the reactants [H-].[Na+].[CH3:3][C:4]([C:6]1[CH:11]=[CH:10][CH:9]=[C:8]([Cl:12])[CH:7]=1)=[O:5].[C:13](OCC)(=[O:19])[C:14]([O:16][CH2:17][CH3:18])=[O:15].Cl, predict the reaction product. The product is: [Cl:12][C:8]1[CH:7]=[C:6]([C:4](=[O:5])[CH2:3][C:13](=[O:19])[C:14]([O:16][CH2:17][CH3:18])=[O:15])[CH:11]=[CH:10][CH:9]=1. (2) Given the reactants [N:1]1[C:8]([Cl:9])=[N:7][C:5]([Cl:6])=[N:4][C:2]=1Cl.[S:10]1[C:14]2[CH:15]=[CH:16][CH:17]=[CH:18][C:13]=2[N:12]=[C:11]1[C:19]1[CH:24]=[CH:23][C:22]([N:25]([CH3:29])[CH2:26][CH2:27][OH:28])=[CH:21][CH:20]=1.CCN(C(C)C)C(C)C, predict the reaction product. The product is: [S:10]1[C:14]2[CH:15]=[CH:16][CH:17]=[CH:18][C:13]=2[N:12]=[C:11]1[C:19]1[CH:24]=[CH:23][C:22]([N:25]([CH2:26][CH2:27][O:28][C:2]2[N:1]=[C:8]([Cl:9])[N:7]=[C:5]([Cl:6])[N:4]=2)[CH3:29])=[CH:21][CH:20]=1. (3) Given the reactants [C:1]([N:9]=[C:10]=[S:11])(=[O:8])[C:2]1[CH:7]=[CH:6][CH:5]=[CH:4][CH:3]=1.[CH3:12][C:13]([NH:15][C:16]([CH3:18])=[O:17])=[O:14].CC(C)=O, predict the reaction product. The product is: [NH2:9][C:10]([NH2:15])=[S:11].[CH3:12][C:13]([N:15]([C:1](=[O:8])[C:2]1[CH:7]=[CH:6][CH:5]=[CH:4][CH:3]=1)[C:16]([CH3:18])=[O:17])=[O:14].